Dataset: Catalyst prediction with 721,799 reactions and 888 catalyst types from USPTO. Task: Predict which catalyst facilitates the given reaction. (1) Reactant: [CH3:1][O:2][C:3]1[CH:4]=[C:5]2[C:10](=[CH:11][C:12]=1[CH:13]=[O:14])[N:9]([CH3:15])[C:8](=[O:16])[CH2:7][CH2:6]2.P([O-])(O)(O)=[O:18].[Na+].CC(=CC)C.Cl([O-])=O.[Na+]. Product: [CH3:1][O:2][C:3]1[CH:4]=[C:5]2[C:10](=[CH:11][C:12]=1[C:13]([OH:18])=[O:14])[N:9]([CH3:15])[C:8](=[O:16])[CH2:7][CH2:6]2. The catalyst class is: 371. (2) Reactant: [C:1]([O:5][C:6]([N:8]1[CH2:23][CH2:22][CH2:21][C:9]21[C:12](=[O:13])[N:11]([C@@H:14]([C@H:18]([OH:20])[CH3:19])[C:15](O)=[O:16])[CH2:10]2)=[O:7])([CH3:4])([CH3:3])[CH3:2].CCN(C(C)C)C(C)C.CN([P+](ON1N=NC2C=CC=CC1=2)(N(C)C)N(C)C)C.F[P-](F)(F)(F)(F)F.[O:60]1[CH:64]=[N:63][N:62]=[C:61]1[CH2:65][NH2:66]. Product: [O:60]1[CH:64]=[N:63][N:62]=[C:61]1[CH2:65][NH:66][C:15](=[O:16])[C@@H:14]([N:11]1[CH2:10][C:9]2([CH2:21][CH2:22][CH2:23][N:8]2[C:6]([O:5][C:1]([CH3:2])([CH3:3])[CH3:4])=[O:7])[C:12]1=[O:13])[C@H:18]([OH:20])[CH3:19]. The catalyst class is: 3. (3) Reactant: C([O:3][C:4](=[O:44])[C:5]([O:8][C:9]1[CH:14]=[CH:13][C:12]([O:15][CH2:16][CH2:17][C:18]2[N:19]=[C:20]([C:24]3[CH:29]=[CH:28][C:27]([C:30]4[CH:35]=[C:34]([C:36]([F:39])([F:38])[F:37])[CH:33]=[C:32]([C:40]([F:43])([F:42])[F:41])[CH:31]=4)=[CH:26][CH:25]=3)[O:21][C:22]=2[CH3:23])=[CH:11][CH:10]=1)([CH3:7])[CH3:6])C.[OH-].[Na+]. Product: [F:39][C:36]([F:37])([F:38])[C:34]1[CH:35]=[C:30]([C:27]2[CH:28]=[CH:29][C:24]([C:20]3[O:21][C:22]([CH3:23])=[C:18]([CH2:17][CH2:16][O:15][C:12]4[CH:13]=[CH:14][C:9]([O:8][C:5]([CH3:6])([CH3:7])[C:4]([OH:44])=[O:3])=[CH:10][CH:11]=4)[N:19]=3)=[CH:25][CH:26]=2)[CH:31]=[C:32]([C:40]([F:43])([F:41])[F:42])[CH:33]=1. The catalyst class is: 353. (4) Reactant: Br[C:2]1[C:3]([NH:14][C:15]2[C:24]3[C:19](=[CH:20][C:21]([F:26])=[CH:22][C:23]=3[F:25])[N:18]=[C:17]([C:27]3[CH:32]=[CH:31][CH:30]=[CH:29][N:28]=3)[C:16]=2[CH3:33])=[CH:4][C:5]([N:8]2[CH2:13][CH2:12][O:11][CH2:10][CH2:9]2)=[N:6][CH:7]=1.[CH3:34][S:35]([C:38]1[CH:39]=[C:40](B(O)O)[CH:41]=[CH:42][CH:43]=1)(=[O:37])=[O:36].C1(P(C2CCCCC2)C2CCCCC2)CCCCC1.[O-]P([O-])([O-])=O.[K+].[K+].[K+]. Product: [F:25][C:23]1[CH:22]=[C:21]([F:26])[CH:20]=[C:19]2[C:24]=1[C:15]([NH:14][C:3]1[C:2]([C:42]3[CH:41]=[CH:40][CH:39]=[C:38]([S:35]([CH3:34])(=[O:37])=[O:36])[CH:43]=3)=[CH:7][N:6]=[C:5]([N:8]3[CH2:9][CH2:10][O:11][CH2:12][CH2:13]3)[CH:4]=1)=[C:16]([CH3:33])[C:17]([C:27]1[CH:32]=[CH:31][CH:30]=[CH:29][N:28]=1)=[N:18]2. The catalyst class is: 552. (5) Reactant: [Cl:1][C:2]1[N:10]=[CH:9][N:8]=[C:7]2[C:3]=1[N:4]=[CH:5][N:6]2[CH:11]1[CH:15]2[O:16][C:17]([CH3:20])([CH3:19])[O:18][CH:14]2[CH:13]([CH2:21][OH:22])[O:12]1.C1(P(C2C=CC=CC=2)C2C=CC=CC=2)C=CC=CC=1.[CH3:42][O:43][C:44]([C:46]1[O:50][N:49]=[C:48](O)[CH:47]=1)=[O:45].CCOC(/N=N/C(OCC)=O)=O. Product: [CH3:42][O:43][C:44]([C:46]1[O:50][N:49]=[C:48]([O:22][CH2:21][CH:13]2[CH:14]3[CH:15]([O:16][C:17]([CH3:19])([CH3:20])[O:18]3)[CH:11]([N:6]3[CH:5]=[N:4][C:3]4[C:7]3=[N:8][CH:9]=[N:10][C:2]=4[Cl:1])[O:12]2)[CH:47]=1)=[O:45]. The catalyst class is: 4. (6) Reactant: [I:1][C:2]1[CH:3]=[C:4]2[C:9](=[CH:10][CH:11]=1)[O:8][C@@H:7]([CH2:12][NH:13][CH2:14][C@H:15]([OH:24])[CH2:16][O:17][C:18]1[CH:23]=[CH:22][CH:21]=[CH:20][CH:19]=1)[CH2:6][CH2:5]2.[C:25](O[C:25]([O:27][C:28]([CH3:31])([CH3:30])[CH3:29])=[O:26])([O:27][C:28]([CH3:31])([CH3:30])[CH3:29])=[O:26].O. Product: [OH:24][C@H:15]([CH2:16][O:17][C:18]1[CH:23]=[CH:22][CH:21]=[CH:20][CH:19]=1)[CH2:14][N:13]([CH2:12][C@H:7]1[CH2:6][CH2:5][C:4]2[C:9](=[CH:10][CH:11]=[C:2]([I:1])[CH:3]=2)[O:8]1)[C:25](=[O:26])[O:27][C:28]([CH3:31])([CH3:30])[CH3:29]. The catalyst class is: 1. (7) Reactant: C1(C(=[N:14][C:15]2([C:19]([O:21][CH2:22][CH3:23])=[O:20])[CH2:17][CH:16]2[CH3:18])C2C=CC=CC=2)C=CC=CC=1.[ClH:24]. Product: [ClH:24].[NH2:14][C:15]1([C:19]([O:21][CH2:22][CH3:23])=[O:20])[CH2:17][CH:16]1[CH3:18]. The catalyst class is: 28. (8) Reactant: [CH3:1][O:2][C:3]1[CH:4]=[C:5]([CH:16]=[CH:17][C:18]=1[C:19]([CH3:23])([CH3:22])[CH:20]=[O:21])[C:6]([O:8][CH2:9][C:10]1[CH:15]=[CH:14][CH:13]=[CH:12][CH:11]=1)=[O:7].[BH4-].[Na+]. Product: [OH:21][CH2:20][C:19]([C:18]1[CH:17]=[CH:16][C:5]([C:6]([O:8][CH2:9][C:10]2[CH:11]=[CH:12][CH:13]=[CH:14][CH:15]=2)=[O:7])=[CH:4][C:3]=1[O:2][CH3:1])([CH3:22])[CH3:23]. The catalyst class is: 5. (9) Reactant: [C:1]([O:4][CH2:5][C@@H:6]1[C@@H:11]([O:12][Si:13]([CH:20]([CH3:22])[CH3:21])([CH:17]([CH3:19])[CH3:18])[CH:14]([CH3:16])[CH3:15])[C@H:10]([O:23][Si:24]([CH:31]([CH3:33])[CH3:32])([CH:28]([CH3:30])[CH3:29])[CH:25]([CH3:27])[CH3:26])[CH:9]=[C:8]([C:34]2[CH:39]=[CH:38][N:37]=[CH:36][C:35]=2[N+:40]([O-])=O)[O:7]1)(=[O:3])[CH3:2]. Product: [C:1]([O:4][CH2:5][C@@H:6]1[C@@H:11]([O:12][Si:13]([CH:14]([CH3:15])[CH3:16])([CH:20]([CH3:22])[CH3:21])[CH:17]([CH3:18])[CH3:19])[C@H:10]([O:23][Si:24]([CH:28]([CH3:30])[CH3:29])([CH:25]([CH3:27])[CH3:26])[CH:31]([CH3:32])[CH3:33])[CH2:9][C@H:8]([C:34]2[CH:39]=[CH:38][N:37]=[CH:36][C:35]=2[NH2:40])[O:7]1)(=[O:3])[CH3:2]. The catalyst class is: 50.